From a dataset of Reaction yield outcomes from USPTO patents with 853,638 reactions. Predict the reaction yield, written as a fraction of the theoretical maximum amount of product (1.0 means a 100% yield; for example, 0.34 means a 34% yield). (1) The reactants are [O:1]=[C:2]1[CH2:13][CH2:12][CH:11]=[CH:10][CH2:9][C@@H:8]([CH2:14][C:15]([O:17]C(C)(C)C)=[O:16])[C:7](=[O:22])[O:6][CH2:5][C@@H:4]([C:23]2[CH:28]=[CH:27][CH:26]=[CH:25][CH:24]=2)[NH:3]1.FC(F)(F)C(O)=O. The catalyst is C(Cl)Cl. The product is [O:1]=[C:2]1[CH2:13][CH2:12][CH:11]=[CH:10][CH2:9][C@@H:8]([CH2:14][C:15]([OH:17])=[O:16])[C:7](=[O:22])[O:6][CH2:5][C@@H:4]([C:23]2[CH:28]=[CH:27][CH:26]=[CH:25][CH:24]=2)[NH:3]1. The yield is 1.00. (2) The yield is 0.450. The catalyst is C1(C)C=CC=CC=1.C([O-])(=O)C.[Pd+2].C([O-])(=O)C.C1C=CC(P(C2C(C3C(P(C4C=CC=CC=4)C4C=CC=CC=4)=CC=C4C=3C=CC=C4)=C3C(C=CC=C3)=CC=2)C2C=CC=CC=2)=CC=1. The reactants are [NH2:1][C:2]1[CH:3]=[CH:4][C:5]([CH3:8])=[N:6][CH:7]=1.C([O-])([O-])=O.[K+].[K+].Cl[C:16]1[CH:25]=[CH:24][C:19]([C:20]([O:22][CH3:23])=[O:21])=[CH:18][N:17]=1. The product is [CH3:8][C:5]1[N:6]=[CH:7][C:2]([NH:1][C:16]2[CH:25]=[CH:24][C:19]([C:20]([O:22][CH3:23])=[O:21])=[CH:18][N:17]=2)=[CH:3][CH:4]=1. (3) The reactants are O[CH2:2][C:3]1[CH:12]=[N:11][C:10]2[N:9]3[CH2:13][CH2:14][CH2:15][C@H:8]3[C:7](=[O:16])[NH:6][C:5]=2[CH:4]=1.[Cl:17][C:18]1[CH:19]=[C:20]([CH:27]=[CH:28][C:29]=1[N:30]1[CH2:35][CH2:34][NH:33][CH2:32][CH2:31]1)[C:21]([NH:23][CH:24]1[CH2:26][CH2:25]1)=[O:22].[I-].C(C[P+](C)(C)C)#N.C(N(CC)C(C)C)(C)C. The catalyst is C(#N)CC. The product is [Cl:17][C:18]1[CH:19]=[C:20]([CH:27]=[CH:28][C:29]=1[N:30]1[CH2:31][CH2:32][N:33]([CH2:2][C:3]2[CH:12]=[N:11][C:10]3[N:9]4[CH2:13][CH2:14][CH2:15][C@H:8]4[C:7](=[O:16])[NH:6][C:5]=3[CH:4]=2)[CH2:34][CH2:35]1)[C:21]([NH:23][CH:24]1[CH2:26][CH2:25]1)=[O:22]. The yield is 0.549. (4) The reactants are [OH:1][C@H:2]1[CH2:6][CH2:5][C@H:4]([NH:7][C:8]([C:10]2[CH:15]=[CH:14][C:13]([C:16]3[CH:21]=[CH:20][CH:19]=[CH:18][CH:17]=3)=[CH:12][CH:11]=2)=[O:9])[CH2:3]1.C(N(CC)CC)C.[CH3:29][S:30](Cl)(=[O:32])=[O:31]. The catalyst is CC(C)=O. The product is [C:13]1([C:16]2[CH:21]=[CH:20][CH:19]=[CH:18][CH:17]=2)[CH:14]=[CH:15][C:10]([C:8]([NH:7][C@H:4]2[CH2:5][CH2:6][C@H:2]([O:1][S:30]([CH3:29])(=[O:32])=[O:31])[CH2:3]2)=[O:9])=[CH:11][CH:12]=1. The yield is 0.447. (5) The reactants are [H-].[Na+].CS(C)=O.[I-].C[S+](C)(C)=O.[F:13][C:14]1[CH:19]=[CH:18][C:17]([N:20]2[C:28]3[C:23](=[CH:24][C:25]4[C@@:33]5([CH2:39][C:40]6C=CC=CN=6)[CH2:34][CH2:35][C:36](=[O:38])[CH2:37][C@H:32]5[CH2:31][CH2:30][CH2:29][C:26]=4[CH:27]=3)[CH:22]=[N:21]2)=[CH:16][CH:15]=1.F[C:47]1C=CC(N2C3C(=CC4[C@]5(CC6C=CC=CN=6)CCC(=O)C[C@@H]5CCCC=4C=3)C=N2)=CC=1. The catalyst is C1COCC1. The product is [CH2:34]([C@:33]12[CH2:39][CH2:40][C@:36]3([CH2:35][O:38]3)[CH2:37][C@@H:32]1[CH2:31][CH2:30][CH2:29][C:26]1[C:25]2=[CH:24][C:23]2[CH:22]=[N:21][N:20]([C:17]3[CH:18]=[CH:19][C:14]([F:13])=[CH:15][CH:16]=3)[C:28]=2[CH:27]=1)[CH3:47]. The yield is 0.500. (6) The reactants are [C:1]([O:5][C:6]([N:8]1[C@@H:13]2[CH2:14][O:15][CH2:16][C@@H:12]2[N:11]2[N:17]=[C:18]([I:23])[C:19]([C:20]([OH:22])=O)=[C:10]2[CH2:9]1)=[O:7])([CH3:4])([CH3:3])[CH3:2].CC[N:26](C(C)C)C(C)C.CN(C(ON1N=NC2C=CC=NC1=2)=[N+](C)C)C.F[P-](F)(F)(F)(F)F.[NH4+].[Cl-]. The catalyst is CN(C=O)C.O. The product is [C:20]([C:19]1[C:18]([I:23])=[N:17][N:11]2[C@H:12]3[CH2:16][O:15][CH2:14][C@H:13]3[N:8]([C:6]([O:5][C:1]([CH3:3])([CH3:4])[CH3:2])=[O:7])[CH2:9][C:10]=12)(=[O:22])[NH2:26]. The yield is 0.740. (7) The reactants are Cl[C:2]1[C:3]2[CH:10]=[CH:9][N:8]([C@H:11]3[C@H:18]4[C@H:14]([O:15][C:16]([CH3:20])([CH3:19])[O:17]4)[C@H:13]([C@H:21]4[CH2:25][O:24][C:23]([CH3:27])([CH3:26])[O:22]4)[O:12]3)[C:4]=2[N:5]=[CH:6][N:7]=1.[Zn](C)[CH3:29].C1(C)C=CC=CC=1. The catalyst is C1COCC1.C1C=CC([P]([Pd]([P](C2C=CC=CC=2)(C2C=CC=CC=2)C2C=CC=CC=2)([P](C2C=CC=CC=2)(C2C=CC=CC=2)C2C=CC=CC=2)[P](C2C=CC=CC=2)(C2C=CC=CC=2)C2C=CC=CC=2)(C2C=CC=CC=2)C2C=CC=CC=2)=CC=1. The product is [CH3:27][C:23]1([CH3:26])[O:22][C@@H:21]([C@H:13]2[C@H:14]3[O:15][C:16]([CH3:20])([CH3:19])[O:17][C@H:18]3[C@H:11]([N:8]3[C:4]4[N:5]=[CH:6][N:7]=[C:2]([CH3:29])[C:3]=4[CH:10]=[CH:9]3)[O:12]2)[CH2:25][O:24]1. The yield is 0.980. (8) The reactants are Cl[C:2]1[C:3]2[S:10][C:9]([C:11]([NH2:13])=[O:12])=[CH:8][C:4]=2[N:5]=[CH:6][N:7]=1.[NH:14]1[CH2:19][CH2:18][CH:17]([CH2:20][NH:21][C:22](=[O:28])[O:23][C:24]([CH3:27])([CH3:26])[CH3:25])[CH2:16][CH2:15]1. The catalyst is CC#N. The product is [C:11]([C:9]1[S:10][C:3]2[C:2]([N:14]3[CH2:19][CH2:18][CH:17]([CH2:20][NH:21][C:22](=[O:28])[O:23][C:24]([CH3:26])([CH3:25])[CH3:27])[CH2:16][CH2:15]3)=[N:7][CH:6]=[N:5][C:4]=2[CH:8]=1)(=[O:12])[NH2:13]. The yield is 0.950.